From a dataset of Forward reaction prediction with 1.9M reactions from USPTO patents (1976-2016). Predict the product of the given reaction. (1) Given the reactants [Br:1][C:2]1[CH:3]=[C:4]([NH2:10])[C:5]([O:8][CH3:9])=[N:6][CH:7]=1.[CH:11]1([S:14](Cl)(=[O:16])=[O:15])[CH2:13][CH2:12]1.Cl, predict the reaction product. The product is: [Br:1][C:2]1[CH:3]=[C:4]([NH:10][S:14]([CH:11]2[CH2:13][CH2:12]2)(=[O:16])=[O:15])[C:5]([O:8][CH3:9])=[N:6][CH:7]=1. (2) The product is: [C:28]([N:1]1[CH2:4][CH:3]([N:5]2[CH2:10][CH2:9][N:8]([C:11]([O:13][C:14]([CH3:15])([CH3:16])[CH3:17])=[O:12])[CH2:7][CH:6]2[C:18](=[O:20])[NH2:19])[CH2:2]1)(=[O:31])[CH:29]=[CH2:30]. Given the reactants [NH:1]1[CH2:4][CH:3]([N:5]2[CH2:10][CH2:9][N:8]([C:11]([O:13][C:14]([CH3:17])([CH3:16])[CH3:15])=[O:12])[CH2:7][CH:6]2[C:18](=[O:20])[NH2:19])[CH2:2]1.CCN(CC)CC.[C:28](Cl)(=[O:31])[CH:29]=[CH2:30], predict the reaction product. (3) Given the reactants Br[C:2]1[CH:7]=[CH:6][C:5]([C:8]([N:10]2[CH2:14][CH2:13][CH2:12][CH2:11]2)=[O:9])=[CH:4][CH:3]=1.[CH3:15][C:16]1([CH3:32])[C:20]([CH3:22])([CH3:21])[O:19][B:18]([B:18]2[O:19][C:20]([CH3:22])([CH3:21])[C:16]([CH3:32])([CH3:15])[O:17]2)[O:17]1.C(O[K])(C)=O.CCOC(C)=O, predict the reaction product. The product is: [N:10]1([C:8]([C:5]2[CH:6]=[CH:7][C:2]([B:18]3[O:19][C:20]([CH3:22])([CH3:21])[C:16]([CH3:32])([CH3:15])[O:17]3)=[CH:3][CH:4]=2)=[O:9])[CH2:14][CH2:13][CH2:12][CH2:11]1. (4) Given the reactants Cl[C:2]1[N:7]=[C:6]([C:8]2[CH:13]=[CH:12][CH:11]=[CH:10][CH:9]=2)[N:5]=[C:4]([N:14]2[CH2:23][CH2:22][C:21]3[C:16](=[CH:17][CH:18]=[C:19]([C:24]([NH:26][CH2:27][C:28]4[CH:33]=[CH:32][CH:31]=[CH:30][C:29]=4[O:34][C:35]([F:38])([F:37])[F:36])=[O:25])[CH:20]=3)[CH2:15]2)[N:3]=1.[CH3:39][NH2:40], predict the reaction product. The product is: [CH3:39][NH:40][C:2]1[N:7]=[C:6]([C:8]2[CH:9]=[CH:10][CH:11]=[CH:12][CH:13]=2)[N:5]=[C:4]([N:14]2[CH2:23][CH2:22][C:21]3[C:16](=[CH:17][CH:18]=[C:19]([C:24]([NH:26][CH2:27][C:28]4[CH:33]=[CH:32][CH:31]=[CH:30][C:29]=4[O:34][C:35]([F:38])([F:37])[F:36])=[O:25])[CH:20]=3)[CH2:15]2)[N:3]=1. (5) Given the reactants [F:1][C:2]1[CH:3]=[C:4]2[C:9](=[CH:10][CH:11]=1)[NH:8][C:7](=[O:12])[N:6]([CH2:13][C:14]([F:17])([F:16])[F:15])[C:5]2(O)[C:18]1[CH:23]=[CH:22][CH:21]=[CH:20][CH:19]=1.[CH2:25](N(CC)CC)[CH3:26].S(Cl)(Cl)=O.C([Mg]Br)C, predict the reaction product. The product is: [CH2:25]([C:5]1([C:18]2[CH:23]=[CH:22][CH:21]=[CH:20][CH:19]=2)[C:4]2[C:9](=[CH:10][CH:11]=[C:2]([F:1])[CH:3]=2)[NH:8][C:7](=[O:12])[N:6]1[CH2:13][C:14]([F:17])([F:16])[F:15])[CH3:26]. (6) Given the reactants CC1(C)C(C)(C)OB([C:9]2[CH:18]=[CH:17][C:12]([C:13]([O:15][CH3:16])=[O:14])=[CH:11][CH:10]=2)O1.C([O-])([O-])=O.[Na+].[Na+].Br[C:27]1[CH:32]=[CH:31][CH:30]=[CH:29][N:28]=1, predict the reaction product. The product is: [N:28]1[CH:29]=[CH:30][CH:31]=[CH:32][C:27]=1[C:9]1[CH:10]=[CH:11][C:12]([C:13]([O:15][CH3:16])=[O:14])=[CH:17][CH:18]=1. (7) Given the reactants C[O:2][C:3](=[O:44])[C:4]1[CH:9]=[CH:8][CH:7]=[CH:6][C:5]=1[O:10][C:11]1[CH:16]=[CH:15][CH:14]=[C:13]([O:17][CH2:18][CH2:19][CH2:20][O:21][C:22]2[CH:27]=[C:26]([O:28]CC3C=CC=CC=3)[C:25]([C:36](=O)[CH3:37])=[CH:24][C:23]=2[CH2:39][CH3:40])[C:12]=1[CH2:41][CH2:42][CH3:43].C[Si](C)(C)[N-][Si](C)(C)C.[Li+].C[Si]([Cl:59])(C)C.Cl[N:61]1[C:65](=O)CCC1=O.[F-].C([N+:73](CCCC)(CCCC)CCCC)CCC, predict the reaction product. The product is: [ClH:59].[CH2:39]([C:23]1[CH:24]=[C:25]([C:36]2[NH:73][CH:65]=[N:61][CH:37]=2)[C:26]([OH:28])=[CH:27][C:22]=1[O:21][CH2:20][CH2:19][CH2:18][O:17][C:13]1[C:12]([CH2:41][CH2:42][CH3:43])=[C:11]([CH:16]=[CH:15][CH:14]=1)[O:10][C:5]1[CH:6]=[CH:7][CH:8]=[CH:9][C:4]=1[C:3]([OH:2])=[O:44])[CH3:40]. (8) Given the reactants [C:1]1([C:17]2[CH:22]=[CH:21][CH:20]=[CH:19][CH:18]=2)[CH:6]=[CH:5][CH:4]=[CH:3][C:2]=1[C:7]([N:9]1[CH2:16][CH:15]2[CH:11]([CH2:12][NH:13][CH2:14]2)[CH2:10]1)=[O:8].Cl[C:24]1[S:25][C:26]2[CH:32]=[C:31]([CH3:33])[CH:30]=[CH:29][C:27]=2[N:28]=1, predict the reaction product. The product is: [C:1]1([C:17]2[CH:22]=[CH:21][CH:20]=[CH:19][CH:18]=2)[CH:6]=[CH:5][CH:4]=[CH:3][C:2]=1[C:7]([N:9]1[CH2:10][CH:11]2[CH:15]([CH2:14][N:13]([C:24]3[S:25][C:26]4[CH:32]=[C:31]([CH3:33])[CH:30]=[CH:29][C:27]=4[N:28]=3)[CH2:12]2)[CH2:16]1)=[O:8].